Dataset: Reaction yield outcomes from USPTO patents with 853,638 reactions. Task: Predict the reaction yield, written as a fraction of the theoretical maximum amount of product (1.0 means a 100% yield; for example, 0.34 means a 34% yield). (1) The reactants are [OH:1][CH2:2][C:3]1[CH:12]=[CH:11][C:6]2[NH:7][C:8](=[O:10])[O:9][C:5]=2[CH:4]=1.N1C=CN=C1.[C:18]([Si:22](Cl)([C:29]1[CH:34]=[CH:33][CH:32]=[CH:31][CH:30]=1)[C:23]1[CH:28]=[CH:27][CH:26]=[CH:25][CH:24]=1)([CH3:21])([CH3:20])[CH3:19].O. The catalyst is CN(C=O)C.CCOCC.C(Cl)Cl. The product is [Si:22]([O:1][CH2:2][C:3]1[CH:12]=[CH:11][C:6]2[NH:7][C:8](=[O:10])[O:9][C:5]=2[CH:4]=1)([C:18]([CH3:21])([CH3:20])[CH3:19])([C:29]1[CH:30]=[CH:31][CH:32]=[CH:33][CH:34]=1)[C:23]1[CH:28]=[CH:27][CH:26]=[CH:25][CH:24]=1. The yield is 0.540. (2) The catalyst is C1(C)C=CC=CC=1.C(=O)(O)[O-].[Na+].C([O-])(=O)C.[Pd+2].C([O-])(=O)C. The product is [CH3:48][C:49]1([CH3:74])[CH:53]([C:54]2[CH:55]=[CH:56][C:57]([CH3:60])=[CH:58][CH:59]=2)[C:52]2[C:61]([CH3:73])=[C:62]([N:67]3[CH2:72][CH2:71][N:70]([C:20]4[CH:21]=[CH:22][C:17]([CH3:16])=[CH:18][CH:19]=4)[CH2:69][CH2:68]3)[C:63]([CH3:66])=[C:64]([CH3:65])[C:51]=2[O:50]1. The yield is 0.820. The reactants are C1C=CC(P(C2C([C:18]3[C:19](P(C4C=CC=CC=4)C4C=CC=CC=4)=[CH:20][CH:21]=[C:22]4[C:17]=3[CH:16]=CC=C4)=[C:22]3[C:17]([CH:18]=[CH:19][CH:20]=[CH:21]3)=[CH:16]C=2)C2C=CC=CC=2)=CC=1.Cl.[CH3:48][C:49]1([CH3:74])[CH:53]([C:54]2[CH:59]=[CH:58][C:57]([CH3:60])=[CH:56][CH:55]=2)[C:52]2[C:61]([CH3:73])=[C:62]([N:67]3[CH2:72][CH2:71][NH:70][CH2:69][CH2:68]3)[C:63]([CH3:66])=[C:64]([CH3:65])[C:51]=2[O:50]1.CC(C)([O-])C.[Na+].BrC1C=CC(C)=CC=1. (3) The reactants are Cl.[F:2][C:3]1[C:4]([C:28]2[CH:33]=[CH:32][C:31]([N:34]3[N:38]=[N:37][CH:36]=[N:35]3)=[CH:30][CH:29]=2)=[CH:5][C:6](=[O:27])[N:7]([CH2:9][CH2:10][C@@:11]([CH3:26])([S:22]([CH3:25])(=[O:24])=[O:23])[C:12]([NH:14][O:15]C2CCCCO2)=[O:13])[CH:8]=1. The catalyst is ClCCl.CO. The product is [F:2][C:3]1[C:4]([C:28]2[CH:29]=[CH:30][C:31]([N:34]3[N:38]=[N:37][CH:36]=[N:35]3)=[CH:32][CH:33]=2)=[CH:5][C:6](=[O:27])[N:7]([CH2:9][CH2:10][C@@:11]([CH3:26])([S:22]([CH3:25])(=[O:23])=[O:24])[C:12]([NH:14][OH:15])=[O:13])[CH:8]=1. The yield is 0.760.